From a dataset of Full USPTO retrosynthesis dataset with 1.9M reactions from patents (1976-2016). Predict the reactants needed to synthesize the given product. (1) Given the product [ClH:24].[F:23][C:2]([F:1])([F:22])[C:3]1[CH:8]=[CH:7][CH:6]=[CH:5][C:4]=1[CH:9]1[CH2:10][CH2:11][NH:12][CH2:13][CH2:14]1, predict the reactants needed to synthesize it. The reactants are: [F:1][C:2]([F:23])([F:22])[C:3]1[CH:8]=[CH:7][CH:6]=[CH:5][C:4]=1[CH:9]1[CH2:14][CH2:13][N:12](C(OC(C)(C)C)=O)[CH2:11][CH2:10]1.[ClH:24]. (2) Given the product [CH3:7][N:6]1[CH2:4][CH2:2][CH2:9][CH2:8]1.[NH2:1][C@H:2]([C:4]([N:6]([CH2:8][C:9]([NH:11][CH3:12])=[O:10])[CH3:7])=[O:5])[CH3:3], predict the reactants needed to synthesize it. The reactants are: [NH2:1][C@H:2]([C:4]([N:6]([CH2:8][C:9]([N:11](C(OCC1C2C(=CC=CC=2)C2C1=CC=CC=2)=O)[CH3:12])=[O:10])[CH3:7])=[O:5])[CH3:3]. (3) Given the product [Cl-:8].[OH:13][CH:10]([CH2:11][OH:12])[CH2:9][N+:4]1[CH:5]=[CH:6][N:2]([CH3:1])[C:3]=1[CH3:7], predict the reactants needed to synthesize it. The reactants are: [CH3:1][N:2]1[CH:6]=[CH:5][N:4]=[C:3]1[CH3:7].[Cl:8][CH2:9][CH:10]([OH:13])[CH2:11][OH:12]. (4) Given the product [CH2:29]([O:28][C:26](=[O:27])[CH2:25][C:24]1[NH:1][C:2]2[CH:7]=[CH:6][C:5]([N:8]([S:9]([CH3:12])(=[O:11])=[O:10])[CH3:13])=[CH:4][C:3]=2[S:14][CH:23]=1)[CH3:30], predict the reactants needed to synthesize it. The reactants are: [NH2:1][C:2]1[CH:7]=[CH:6][C:5]([N:8]([CH3:13])[S:9]([CH3:12])(=[O:11])=[O:10])=[CH:4][C:3]=1[SH:14].C(N(CC)CC)C.Cl[CH2:23][C:24](=O)[CH2:25][C:26]([O:28][CH2:29][CH3:30])=[O:27]. (5) Given the product [CH2:1]([C:4]1([C:20]2[CH:25]=[CH:24][C:23]([F:26])=[CH:22][CH:21]=2)[O:9][C:8](=[O:10])[N:7]([CH:11]([C:13]2[CH:18]=[CH:17][C:16]([C:31]3[CH:30]=[CH:29][C:28]([F:27])=[CH:33][C:32]=3[F:34])=[CH:15][N:14]=2)[CH3:12])[CH2:6][CH2:5]1)[CH:2]=[CH2:3], predict the reactants needed to synthesize it. The reactants are: [CH2:1]([C:4]1([C:20]2[CH:25]=[CH:24][C:23]([F:26])=[CH:22][CH:21]=2)[O:9][C:8](=[O:10])[N:7]([CH:11]([C:13]2[CH:18]=[CH:17][C:16](Br)=[CH:15][N:14]=2)[CH3:12])[CH2:6][CH2:5]1)[CH:2]=[CH2:3].[F:27][C:28]1[CH:33]=[C:32]([F:34])[CH:31]=[CH:30][C:29]=1B(O)O.C([O-])([O-])=O.[Cs+].[Cs+]. (6) Given the product [F:20][C:2]([F:1])([F:19])[C:3]([NH:5][C:6]1[CH:7]=[CH:8][C:9]([CH2:12][CH:13]2[CH2:14][CH2:15][NH:16][CH2:17][CH2:18]2)=[CH:10][CH:11]=1)=[O:4], predict the reactants needed to synthesize it. The reactants are: [F:1][C:2]([F:20])([F:19])[C:3]([NH:5][C:6]1[CH:11]=[CH:10][C:9]([CH2:12][C:13]2[CH:18]=[CH:17][N:16]=[CH:15][CH:14]=2)=[CH:8][CH:7]=1)=[O:4].